From a dataset of NCI-60 drug combinations with 297,098 pairs across 59 cell lines. Regression. Given two drug SMILES strings and cell line genomic features, predict the synergy score measuring deviation from expected non-interaction effect. Drug 1: CNC(=O)C1=CC=CC=C1SC2=CC3=C(C=C2)C(=NN3)C=CC4=CC=CC=N4. Drug 2: CC1CCCC2(C(O2)CC(NC(=O)CC(C(C(=O)C(C1O)C)(C)C)O)C(=CC3=CSC(=N3)C)C)C. Cell line: SK-MEL-5. Synergy scores: CSS=-3.99, Synergy_ZIP=4.80, Synergy_Bliss=4.11, Synergy_Loewe=-7.90, Synergy_HSA=-2.56.